This data is from Full USPTO retrosynthesis dataset with 1.9M reactions from patents (1976-2016). The task is: Predict the reactants needed to synthesize the given product. (1) Given the product [Cl:1][C:2]1[C:7]([CH2:8][C:10]#[N:11])=[CH:6][CH:5]=[CH:4][N:3]=1, predict the reactants needed to synthesize it. The reactants are: [Cl:1][C:2]1[C:7]([CH2:8]Cl)=[CH:6][CH:5]=[CH:4][N:3]=1.[C-:10]#[N:11].[Na+]. (2) The reactants are: [CH2:1]([O:3][CH2:4][C:5]1[N:6]([CH2:18][CH2:19][CH2:20][CH2:21][CH2:22][C:23]([NH:25][CH2:26][CH2:27][CH3:28])=[O:24])[C:7]2[C:16]3[CH:15]=[CH:14][CH:13]=[CH:12][C:11]=3[N:10]=[CH:9][C:8]=2[N:17]=1)[CH3:2].C1C=C(Cl)C=C(C(OO)=O)C=1.C1(C)C=CC(S(Cl)(=O)=O)=CC=1.[OH-].[NH4+:52]. Given the product [NH2:52][C:9]1[C:8]2[N:17]=[C:5]([CH2:4][O:3][CH2:1][CH3:2])[N:6]([CH2:18][CH2:19][CH2:20][CH2:21][CH2:22][C:23]([NH:25][CH2:26][CH2:27][CH3:28])=[O:24])[C:7]=2[C:16]2[CH:15]=[CH:14][CH:13]=[CH:12][C:11]=2[N:10]=1, predict the reactants needed to synthesize it. (3) Given the product [CH3:12][O:13][CH2:14][CH2:15][O:16][S:7]([C:4]1[CH:5]=[CH:6][C:1]([CH3:11])=[CH:2][CH:3]=1)(=[O:9])=[O:8], predict the reactants needed to synthesize it. The reactants are: [C:1]1([CH3:11])[CH:6]=[CH:5][C:4]([S:7](Cl)(=[O:9])=[O:8])=[CH:3][CH:2]=1.[CH3:12][O:13][CH2:14][CH2:15][OH:16].